Dataset: Forward reaction prediction with 1.9M reactions from USPTO patents (1976-2016). Task: Predict the product of the given reaction. Given the reactants [CH2:1]([N:3]1[C:14](=[O:15])[C:12]2[N:13]3[C:8](=[CH:9][C:10](=[O:18])[C:11]=2[O:16][CH3:17])[CH2:7][CH2:6][CH:5]3[CH2:4]1)[CH3:2].[Li+].C[Si]([N-][Si](C)(C)C)(C)C.C1(C2[O:37]N2S(C2C=CC=CC=2)(=O)=O)C=CC=CC=1, predict the reaction product. The product is: [CH2:1]([N:3]1[C:14](=[O:15])[C:12]2[N:13]3[C:8](=[CH:9][C:10](=[O:18])[C:11]=2[O:16][CH3:17])[CH:7]([OH:37])[CH2:6][CH:5]3[CH2:4]1)[CH3:2].